From a dataset of Full USPTO retrosynthesis dataset with 1.9M reactions from patents (1976-2016). Predict the reactants needed to synthesize the given product. (1) Given the product [C:2]([C:7]1[O:11][C:10]([CH2:12][N:13]2[CH:17]=[CH:16][C:15]([NH:18][C:29](=[O:30])/[CH:28]=[CH:27]/[C:24]3[CH:25]=[CH:26][C:21]([O:20][CH3:19])=[CH:22][CH:23]=3)=[N:14]2)=[CH:9][CH:8]=1)(=[O:6])[CH3:1], predict the reactants needed to synthesize it. The reactants are: [CH3:1][C:2]1([C:7]2[O:11][C:10]([CH2:12][N:13]3[CH:17]=[CH:16][C:15]([NH2:18])=[N:14]3)=[CH:9][CH:8]=2)[O:6]CCO1.[CH3:19][O:20][C:21]1[CH:26]=[CH:25][C:24](/[CH:27]=[CH:28]/[C:29](O)=[O:30])=[CH:23][CH:22]=1. (2) Given the product [CH2:1]([C@H:8]1[CH2:12][O:11][C:10](=[O:13])[N:9]1[C:14](=[O:28])[CH2:15][CH:16]([C:21]1[CH:22]=[CH:23][C:24]([F:27])=[CH:25][CH:26]=1)[C:17]([F:20])([F:19])[F:18])[C:2]1[CH:3]=[CH:4][CH:5]=[CH:6][CH:7]=1, predict the reactants needed to synthesize it. The reactants are: [CH2:1]([C@H:8]1[CH2:12][O:11][C:10](=[O:13])[N:9]1[C:14](=[O:28])[CH:15]=[C:16]([C:21]1[CH:26]=[CH:25][C:24]([F:27])=[CH:23][CH:22]=1)[C:17]([F:20])([F:19])[F:18])[C:2]1[CH:7]=[CH:6][CH:5]=[CH:4][CH:3]=1. (3) Given the product [CH2:24]([N:31]1[CH:35]=[C:34]([C:2]2[CH:3]=[CH:4][C:5]3[O:10][CH2:9][CH2:8][N:7]([C:11]4[S:12][C:13]5[C:14](=[O:51])[NH:7][C:6]([CH3:23])([CH3:5])[CH2:17][C:18]=5[N:19]=4)[C:6]=3[CH:23]=2)[CH:33]=[N:32]1)[C:25]1[CH:26]=[CH:27][CH:28]=[CH:29][CH:30]=1, predict the reactants needed to synthesize it. The reactants are: Br[C:2]1[CH:3]=[CH:4][C:5]2[O:10][CH2:9][CH2:8][N:7]([C:11]3[S:12][C:13]4[CH2:14]C(C)(C)N[C:17](=O)[C:18]=4[N:19]=3)[C:6]=2[CH:23]=1.[CH2:24]([N:31]1[CH:35]=[C:34](B2OC(C)(C)C(C)(C)O2)[CH:33]=[N:32]1)[C:25]1[CH:30]=[CH:29][CH:28]=[CH:27][CH:26]=1.C([O-])([O-])=O.[K+].[K+].[OH2:51]. (4) Given the product [CH3:17][C:14]1[N:13]([C:18]2[N:23]=[C:22]([CH2:24][C:25]([OH:27])=[O:26])[CH:21]=[CH:20][N:19]=2)[C:12]([CH3:11])=[CH:16][CH:15]=1, predict the reactants needed to synthesize it. The reactants are: C[Si]([N-][Si](C)(C)C)(C)C.[Na+].[CH3:11][C:12]1[N:13]([C:18]2[N:23]=[C:22]([CH3:24])[CH:21]=[CH:20][N:19]=2)[C:14]([CH3:17])=[CH:15][CH:16]=1.[C:25](=[O:27])=[O:26].Cl. (5) The reactants are: I[C:2]1[CH:8]=[CH:7][C:5]([NH2:6])=[CH:4][CH:3]=1.O=C1O[C@H]([C@H](CO)O)C(O)=C1O.[Na].[N-:22]=[N+:23]=[N-:24].[Na+].CNCCNC. Given the product [N:22]([C:2]1[CH:8]=[CH:7][C:5]([NH2:6])=[CH:4][CH:3]=1)=[N+:23]=[N-:24], predict the reactants needed to synthesize it. (6) Given the product [CH3:19][O:6][C:5](=[O:7])[C:4]1[CH:8]=[CH:9][C:10]([N+:11]([O-:13])=[O:12])=[C:2]([OH:1])[CH:3]=1, predict the reactants needed to synthesize it. The reactants are: [OH:1][C:2]1[CH:3]=[C:4]([CH:8]=[CH:9][C:10]=1[N+:11]([O-:13])=[O:12])[C:5]([OH:7])=[O:6].OS(O)(=O)=O.[CH3:19]O. (7) Given the product [Br:1][C:2]1[CH:7]=[C:6]([Cl:8])[CH:5]=[CH:4][C:3]=1[O:9][CH2:19][C:18]([CH3:20])=[CH2:17], predict the reactants needed to synthesize it. The reactants are: [Br:1][C:2]1[CH:7]=[C:6]([Cl:8])[CH:5]=[CH:4][C:3]=1[OH:9].C(=O)([O-])[O-].[K+].[K+].Cl[CH2:17][C:18]([CH3:20])=[CH2:19].O. (8) Given the product [F:13][C:2]([F:1])([C:6]1[N:11]=[CH:10][C:9]([F:12])=[CH:8][N:7]=1)[C:3]([OH:5])=[O:4], predict the reactants needed to synthesize it. The reactants are: [F:1][C:2]([F:13])([C:6]1[N:11]=[CH:10][C:9]([F:12])=[CH:8][N:7]=1)[C:3]([O-:5])=[O:4].[Na+].Cl. (9) Given the product [CH2:19]([N:16]1[N:27]=[C:14]([C:8]2[C:5]3[CH:6]=[N:7][C:2]([Br:1])=[CH:3][C:4]=3[N:10]([CH:11]([CH3:12])[CH3:13])[CH:9]=2)[CH:15]=[N:17]1)[C:20]1[CH:25]=[CH:24][CH:23]=[CH:22][CH:21]=1, predict the reactants needed to synthesize it. The reactants are: [Br:1][C:2]1[N:7]=[CH:6][C:5]2[C:8]([C:14]#[CH:15])=[CH:9][N:10]([CH:11]([CH3:13])[CH3:12])[C:4]=2[CH:3]=1.[N:16]([CH2:19][C:20]1[CH:25]=[CH:24][CH:23]=[CH:22][CH:21]=1)=[N+:17]=[N-].C[N:27](C)C=O. (10) Given the product [CH2:1]([O:8][C:9]([NH:11][CH2:12][CH2:13][NH:14][S:15]([NH:18][CH2:19][C:20]([O:22][CH2:23][CH3:24])=[O:21])(=[O:17])=[O:16])=[O:10])[C:2]1[CH:3]=[CH:4][CH:5]=[CH:6][CH:7]=1, predict the reactants needed to synthesize it. The reactants are: [CH2:1]([O:8][C:9]([NH:11][CH2:12][CH2:13][N:14](C(OC(C)(C)C)=O)[S:15]([NH:18][CH2:19][C:20]([O:22][CH2:23][CH3:24])=[O:21])(=[O:17])=[O:16])=[O:10])[C:2]1[CH:7]=[CH:6][CH:5]=[CH:4][CH:3]=1.C(O)(C(F)(F)F)=O.